This data is from Reaction yield outcomes from USPTO patents with 853,638 reactions. The task is: Predict the reaction yield, written as a fraction of the theoretical maximum amount of product (1.0 means a 100% yield; for example, 0.34 means a 34% yield). (1) The reactants are [Br:1][C:2]1[CH:8]=[CH:7][C:5]([NH2:6])=[CH:4][CH:3]=1.Cl.[N:10]([O-])=O.[Na+].NC1C=CC=CC=1.S([O-])([O-])=O.[NH4+].[NH4+]. The catalyst is O. The product is [Br:1][C:2]1[CH:8]=[CH:7][C:5]([NH:6][NH2:10])=[CH:4][CH:3]=1. The yield is 0.670. (2) The reactants are [N+:1]([C:4]1[C:9]([CH2:10][OH:11])=[CH:8][CH:7]=[CH:6][C:5]=1[CH2:12][OH:13])([O-:3])=[O:2].CN(C=O)C.N1C=CN=C1.[Si:24](Cl)([C:27]([CH3:30])([CH3:29])[CH3:28])([CH3:26])[CH3:25]. The catalyst is C(OCC)(=O)C. The product is [Si:24]([O:13][CH2:12][C:5]1[C:4]([N+:1]([O-:3])=[O:2])=[C:9]([CH2:10][OH:11])[CH:8]=[CH:7][CH:6]=1)([C:27]([CH3:30])([CH3:29])[CH3:28])([CH3:26])[CH3:25]. The yield is 0.800.